Dataset: Merck oncology drug combination screen with 23,052 pairs across 39 cell lines. Task: Regression. Given two drug SMILES strings and cell line genomic features, predict the synergy score measuring deviation from expected non-interaction effect. Cell line: ES2. Synergy scores: synergy=9.05. Drug 1: CN1C(=O)C=CC2(C)C3CCC4(C)C(NC(=O)OCC(F)(F)F)CCC4C3CCC12. Drug 2: O=c1[nH]cc(F)c(=O)[nH]1.